Predict the product of the given reaction. From a dataset of Forward reaction prediction with 1.9M reactions from USPTO patents (1976-2016). (1) Given the reactants [Cl:1][C:2]1[CH:3]=[C:4]([C:8]#[CH:9])[CH:5]=[CH:6][CH:7]=1.[CH2:10]([O:12][C:13]([N:15]1[CH2:20][CH2:19][NH:18][CH2:17][CH2:16]1)=[O:14])[CH3:11].[CH:21](=O)[CH2:22][CH:23]([CH3:25])[CH3:24], predict the reaction product. The product is: [CH2:10]([O:12][C:13]([N:15]1[CH2:16][CH2:17][N:18]([CH:21]([C:9]#[C:8][C:4]2[CH:5]=[CH:6][CH:7]=[C:2]([Cl:1])[CH:3]=2)[CH2:22][CH:23]([CH3:25])[CH3:24])[CH2:19][CH2:20]1)=[O:14])[CH3:11]. (2) Given the reactants [CH2:1]([O:8][C:9](=[O:28])[NH:10][C@H:11]1[CH2:16][CH2:15][C@@H:14]([NH:17][C:18]([O:20][C:21]([CH3:24])([CH3:23])[CH3:22])=[O:19])[CH2:13][C@@H:12]1[CH2:25][CH2:26][OH:27])[C:2]1[CH:7]=[CH:6][CH:5]=[CH:4][CH:3]=1.I[CH3:30], predict the reaction product. The product is: [CH2:1]([O:8][C:9](=[O:28])[NH:10][C@H:11]1[CH2:16][CH2:15][C@@H:14]([NH:17][C:18]([O:20][C:21]([CH3:22])([CH3:23])[CH3:24])=[O:19])[CH2:13][C@@H:12]1[CH2:25][CH2:26][O:27][CH3:30])[C:2]1[CH:7]=[CH:6][CH:5]=[CH:4][CH:3]=1. (3) Given the reactants [F:1][C:2]1[CH:3]=[C:4]([CH:6]=[CH:7][C:8]=1[CH2:9][C:10]1[CH:15]=[CH:14][N:13]=[C:12]2[NH:16][CH:17]=[CH:18][C:11]=12)[NH2:5].[Cl:19][C:20]1[CH:25]=[C:24](Cl)[N:23]=[C:22](N)[N:21]=1.[OH-].[Na+].C[N:31](C=O)C, predict the reaction product. The product is: [Cl:19][C:20]1[N:21]=[C:22]([NH:5][C:4]2[CH:6]=[CH:7][C:8]([CH2:9][C:10]3[CH:15]=[CH:14][N:13]=[C:12]4[NH:16][CH:17]=[CH:18][C:11]=34)=[C:2]([F:1])[CH:3]=2)[N:23]=[C:24]([NH2:31])[CH:25]=1. (4) Given the reactants [CH2:1]([N:8]([CH3:23])[C:9]1[CH:14]=[C:13]([CH2:15][O:16][CH2:17][C:18]([F:21])([F:20])[F:19])[N:12]=[C:11](Cl)[N:10]=1)[C:2]1[CH:7]=[CH:6][CH:5]=[CH:4][CH:3]=1.[CH3:24][O:25][C:26]1[CH:27]=[C:28]([CH:30]=[CH:31][C:32]=1[N:33]1[CH:37]=[C:36]([CH3:38])[N:35]=[CH:34]1)[NH2:29].C(=O)([O-])[O-].[Cs+].[Cs+].C1(P(C2CCCCC2)C2C=CC=CC=2C2C=CC=CC=2)CCCCC1, predict the reaction product. The product is: [CH2:1]([N:8]([CH3:23])[C:9]1[CH:14]=[C:13]([CH2:15][O:16][CH2:17][C:18]([F:21])([F:20])[F:19])[N:12]=[C:11]([NH:29][C:28]2[CH:30]=[CH:31][C:32]([N:33]3[CH:37]=[C:36]([CH3:38])[N:35]=[CH:34]3)=[C:26]([O:25][CH3:24])[CH:27]=2)[N:10]=1)[C:2]1[CH:7]=[CH:6][CH:5]=[CH:4][CH:3]=1. (5) The product is: [C:54]([C:2]1[CH:3]=[CH:4][CH:5]=[C:6]2[C:1]=1[C@H:7]([C:16]1[CH:15]=[CH:14][CH:13]=[CH:12][CH:11]=1)[N:8]([C:25]([O:27][C:28]([CH3:29])([CH3:30])[CH3:31])=[O:26])[CH2:9][CH2:10]2)#[N:55]. Given the reactants [C:1]1([C@H:7]2[C:16]3[C:11](=[CH:12][CH:13]=[CH:14][C:15]=3OS(C(F)(F)F)(=O)=O)[CH2:10][CH2:9][N:8]2[C:25]([O:27][C:28]([CH3:31])([CH3:30])[CH3:29])=[O:26])[CH:6]=[CH:5][CH:4]=[CH:3][CH:2]=1.C1(C2C=CC=CC=2)C=CC=CC=1P(C(C)(C)C)C(C)(C)C.O.[CH3:54][N:55](C)C(=O)C, predict the reaction product. (6) The product is: [O:47]=[C:41]1[CH:40]([N:32]2[C:31](=[O:48])[C:30]3[C:35](=[CH:36][CH:37]=[CH:38][C:29]=3[CH2:28][NH:27][C:6](=[O:8])[C:5]3[CH:9]=[CH:10][CH:11]=[C:3]([C:2]([F:1])([F:13])[F:12])[CH:4]=3)[N:34]=[C:33]2[CH3:39])[CH2:45][CH2:44][C:43](=[O:46])[NH:42]1. Given the reactants [F:1][C:2]([F:13])([F:12])[C:3]1[CH:4]=[C:5]([CH:9]=[CH:10][CH:11]=1)[C:6]([OH:8])=O.C(N1C=CN=C1)(N1C=CN=C1)=O.Cl.[NH2:27][CH2:28][C:29]1[CH:38]=[CH:37][CH:36]=[C:35]2[C:30]=1[C:31](=[O:48])[N:32]([CH:40]1[CH2:45][CH2:44][C:43](=[O:46])[NH:42][C:41]1=[O:47])[C:33]([CH3:39])=[N:34]2, predict the reaction product. (7) Given the reactants [ClH:1].[CH3:2][C:3]1[CH:4]=[C:5](/[CH:11]=[CH:12]/[CH:13]=[CH:14]/[C:15]([N:17]2[CH2:22][CH2:21][N:20]([CH2:23][C:24]3[CH:29]=[CH:28][C:27]([CH2:30][N:31]4[CH2:36][CH2:35][N:34]([C:37](=[O:51])/[CH:38]=[CH:39]/[CH:40]=[CH:41]/[C:42]5[CH:47]=[C:46]([CH3:48])[C:45]([CH3:49])=[C:44]([CH3:50])[CH:43]=5)[CH2:33][CH2:32]4)=[CH:26][CH:25]=3)[CH2:19][CH2:18]2)=[O:16])[CH:6]=[C:7]([CH3:10])[C:8]=1[CH3:9], predict the reaction product. The product is: [ClH:1].[ClH:1].[CH3:48][C:46]1[CH:47]=[C:42](/[CH:41]=[CH:40]/[CH:39]=[CH:38]/[C:37]([N:34]2[CH2:35][CH2:36][N:31]([CH2:30][C:27]3[CH:28]=[CH:29][C:24]([CH2:23][N:20]4[CH2:19][CH2:18][N:17]([C:15](=[O:16])/[CH:14]=[CH:13]/[CH:12]=[CH:11]/[C:5]5[CH:4]=[C:3]([CH3:2])[C:8]([CH3:9])=[C:7]([CH3:10])[CH:6]=5)[CH2:22][CH2:21]4)=[CH:25][CH:26]=3)[CH2:32][CH2:33]2)=[O:51])[CH:43]=[C:44]([CH3:50])[C:45]=1[CH3:49]. (8) The product is: [CH:32]([NH:35][C:29]([C:10]1[N:11]([CH3:28])[C:12]([CH2:16][NH:17][S:18]([C:21]2[CH:26]=[CH:25][CH:24]=[CH:23][C:22]=2[Cl:27])(=[O:19])=[O:20])=[CH:13][C:14](=[O:15])[C:9]=1[O:8][CH2:1][C:2]1[CH:3]=[CH:4][CH:5]=[CH:6][CH:7]=1)=[O:30])([CH3:34])[CH3:33]. Given the reactants [CH2:1]([O:8][C:9]1[C:14](=[O:15])[CH:13]=[C:12]([CH2:16][NH:17][S:18]([C:21]2[CH:26]=[CH:25][CH:24]=[CH:23][C:22]=2[Cl:27])(=[O:20])=[O:19])[N:11]([CH3:28])[C:10]=1[C:29](O)=[O:30])[C:2]1[CH:7]=[CH:6][CH:5]=[CH:4][CH:3]=1.[CH:32]([NH:35]C(C1N(C)C(CNS(C2C=CC=CC=2)(=O)=O)=CC(=O)C=1OCC1C=CC=CC=1)=O)([CH3:34])[CH3:33], predict the reaction product. (9) The product is: [O:11]1[CH2:12][CH2:13][N:14]=[C:10]1[C:7]1[CH:8]=[CH:9][C:4]([NH2:1])=[CH:5][CH:6]=1. Given the reactants [N+:1]([C:4]1[CH:9]=[CH:8][C:7]([C:10]2[O:11][CH2:12][CH2:13][N:14]=2)=[CH:6][CH:5]=1)([O-])=O.C(O)C, predict the reaction product.